From a dataset of Catalyst prediction with 721,799 reactions and 888 catalyst types from USPTO. Predict which catalyst facilitates the given reaction. (1) Reactant: [CH2:1]1[C:6]2[NH:7][C:8]3[C:13]([C:14](=[O:15])[C:5]=2[CH2:4][C:3]2[NH:16][C:17]4[C:22]([C:23](=[O:24])[C:2]1=2)=[CH:21][CH:20]=[CH:19][CH:18]=4)=[CH:12][CH:11]=[CH:10][CH:9]=3.[OH-].[Na+].C1C2C(=O)C3C(=CC=CC=3)C(=O)C=2C=CC=1.OO. Product: [CH:20]1[CH:21]=[C:22]2[C:23]([C:2]3[C:3]([NH:16][C:17]2=[CH:18][CH:19]=1)=[CH:4][C:5]1[C:14]([C:13]2[C:8]([NH:7][C:6]=1[CH:1]=3)=[CH:9][CH:10]=[CH:11][CH:12]=2)=[O:15])=[O:24]. The catalyst class is: 72. (2) Reactant: [H-].C([Al+]CC(C)C)C(C)C.C1(C)C=CC=CC=1.[CH3:18][CH:19]1[O:23][C:22](=[O:24])[CH:21]([O:25][C:26]2[CH:31]=[CH:30][CH:29]=[CH:28][CH:27]=2)[CH2:20]1.CO.C(C(C(C([O-])=O)O)O)([O-])=O.[Na+].[K+]. Product: [CH3:18][CH:19]1[O:23][CH:22]([OH:24])[CH:21]([O:25][C:26]2[CH:31]=[CH:30][CH:29]=[CH:28][CH:27]=2)[CH2:20]1. The catalyst class is: 11. (3) Reactant: Cl[CH2:2][C:3]([NH:5][C:6]1[CH:19]=[CH:18][C:17]2[NH:16][C:15](=[O:20])[C:14]3[C:9](=[CH:10][CH:11]=[CH:12][CH:13]=3)[C:8]=2[CH:7]=1)=[O:4].[C:21]([O:25][C:26](=[O:32])[NH:27][CH2:28][CH2:29][CH2:30][NH2:31])([CH3:24])([CH3:23])[CH3:22].C(N(CC)CC)C. The catalyst class is: 9. Product: [C:21]([O:25][C:26](=[O:32])[NH:27][CH2:28][CH2:29][CH2:30][NH:31][CH2:2][C:3](=[O:4])[NH:5][C:6]1[CH:19]=[CH:18][C:17]2[NH:16][C:15](=[O:20])[C:14]3[C:9](=[CH:10][CH:11]=[CH:12][CH:13]=3)[C:8]=2[CH:7]=1)([CH3:24])([CH3:22])[CH3:23]. (4) Reactant: [O:1]1[C:6]2[CH:7]=[CH:8][CH:9]=[C:10]([CH:11]([C:13]3[N:14]=[CH:15][N:16](C(C4C=CC=CC=4)(C4C=CC=CC=4)C4C=CC=CC=4)[CH:17]=3)O)[C:5]=2[O:4][CH2:3][CH2:2]1.C(O)(C(F)(F)F)=O.C([SiH](CC)CC)C. Product: [O:1]1[C:6]2[CH:7]=[CH:8][CH:9]=[C:10]([CH2:11][C:13]3[NH:14][CH:15]=[N:16][CH:17]=3)[C:5]=2[O:4][CH2:3][CH2:2]1. The catalyst class is: 4. (5) Reactant: [NH2:1][C:2]1[N:7]=[C:6](O)[CH:5]=[C:4]([C:9]2([C:14]3[CH:19]=[CH:18][C:17]([Cl:20])=[CH:16][CH:15]=3)[CH2:13][CH2:12][CH2:11][CH2:10]2)[N:3]=1.C(N(C(C)C)C(C)C)C.P(Cl)(Cl)([Cl:32])=O. Product: [Cl:32][C:6]1[CH:5]=[C:4]([C:9]2([C:14]3[CH:19]=[CH:18][C:17]([Cl:20])=[CH:16][CH:15]=3)[CH2:13][CH2:12][CH2:11][CH2:10]2)[N:3]=[C:2]([NH2:1])[N:7]=1. The catalyst class is: 10. (6) Reactant: [CH3:1][O:2][C:3]1[CH:4]=[C:5]([CH2:11][CH2:12][CH2:13][N:14]2[C:23]3[C:18](=[CH:19][C:20]([O:24][CH2:25][C:26]#[CH:27])=[CH:21][CH:22]=3)[C:17]([C:28]3[CH:33]=[CH:32][C:31]([CH:34]([CH3:36])[CH3:35])=[CH:30][CH:29]=3)=[N:16][C:15]2=O)[CH:6]=[CH:7][C:8]=1[O:9][CH3:10].COC1C=CC(P2(SP(C3C=CC(OC)=CC=3)(=S)S2)=[S:47])=CC=1.C(OCC)(=O)C.O. Product: [CH3:1][O:2][C:3]1[CH:4]=[C:5]([CH2:11][CH2:12][CH2:13][N:14]2[C:23]3[C:18](=[CH:19][C:20]([O:24][CH2:25][C:26]#[CH:27])=[CH:21][CH:22]=3)[C:17]([C:28]3[CH:33]=[CH:32][C:31]([CH:34]([CH3:36])[CH3:35])=[CH:30][CH:29]=3)=[N:16][C:15]2=[S:47])[CH:6]=[CH:7][C:8]=1[O:9][CH3:10]. The catalyst class is: 48. (7) Reactant: C1(P(C2C=CC=CC=2)C2C=CC=CC=2)C=CC=CC=1.BrN1C(=O)CCC1=O.[CH:28]1([CH2:33][CH:34]([C:38]2[CH:43]=[CH:42][C:41]([C:44]([F:47])([F:46])[F:45])=[C:40]([F:48])[CH:39]=2)[C:35]([OH:37])=O)[CH2:32][CH2:31][CH2:30][CH2:29]1.[NH2:49][C:50]1[S:51][CH:52]=[CH:53][N:54]=1. Product: [CH:28]1([CH2:33][CH:34]([C:38]2[CH:43]=[CH:42][C:41]([C:44]([F:45])([F:47])[F:46])=[C:40]([F:48])[CH:39]=2)[C:35]([NH:49][C:50]2[S:51][CH:52]=[CH:53][N:54]=2)=[O:37])[CH2:29][CH2:30][CH2:31][CH2:32]1. The catalyst class is: 2. (8) Reactant: [N+:1]([C:4]1[CH:5]=[C:6]([CH:9]=[CH:10][CH:11]=1)[CH:7]=[O:8])([O-:3])=[O:2].[P:12]([O-:19])([O:16][CH2:17][CH3:18])[O:13][CH2:14][CH3:15].[F-].[K+]. Product: [OH:8][CH:7]([P:12](=[O:19])([O:16][CH2:17][CH3:18])[O:13][CH2:14][CH3:15])[C:6]1[CH:9]=[CH:10][CH:11]=[C:4]([N+:1]([O-:3])=[O:2])[CH:5]=1. The catalyst class is: 2. (9) Reactant: ClCCl.[NH2:4][CH2:5][CH2:6][CH2:7][CH2:8][CH2:9][OH:10].[C:11](Cl)(=[O:18])[C:12]1[CH:17]=[CH:16][CH:15]=[N:14][CH:13]=1. Product: [OH:10][CH2:9][CH2:8][CH2:7][CH2:6][CH2:5][NH:4][C:11](=[O:18])[C:12]1[CH:17]=[CH:16][CH:15]=[N:14][CH:13]=1. The catalyst class is: 6.